Task: Predict the reactants needed to synthesize the given product.. Dataset: Full USPTO retrosynthesis dataset with 1.9M reactions from patents (1976-2016) (1) The reactants are: S(Cl)([Cl:3])=O.[CH3:5][N:6]([CH2:8][C:9]1[CH:13]=[CH:12][S:11][C:10]=1[CH2:14]O)[CH3:7]. Given the product [Cl:3][CH2:14][C:10]1[S:11][CH:12]=[CH:13][C:9]=1[CH2:8][N:6]([CH3:7])[CH3:5], predict the reactants needed to synthesize it. (2) Given the product [C:19](=[N:32][C:2]1[CH:3]=[CH:4][C:5]([F:18])=[C:6]([C@@:8]2([CH3:17])[NH:13][C:12](=[O:14])[CH2:11][O:10][C:9]2([CH3:16])[CH3:15])[CH:7]=1)([C:26]1[CH:27]=[CH:28][CH:29]=[CH:30][CH:31]=1)[C:20]1[CH:25]=[CH:24][CH:23]=[CH:22][CH:21]=1, predict the reactants needed to synthesize it. The reactants are: Br[C:2]1[CH:3]=[CH:4][C:5]([F:18])=[C:6]([C@@:8]2([CH3:17])[NH:13][C:12](=[O:14])[CH2:11][O:10][C:9]2([CH3:16])[CH3:15])[CH:7]=1.[C:19](=[NH:32])([C:26]1[CH:31]=[CH:30][CH:29]=[CH:28][CH:27]=1)[C:20]1[CH:25]=[CH:24][CH:23]=[CH:22][CH:21]=1. (3) Given the product [CH3:34][O:33][C:26]1[C:27]2[C:32](=[CH:31][CH:30]=[CH:29][CH:28]=2)[C:23]([O:22][CH3:21])=[CH:24][C:25]=1[NH:2][C:1]1[C:3]2[C:4](=[CH:5][C:6]([O:11][CH2:12][CH2:13][O:14][CH3:15])=[C:7]([O:9][CH3:10])[CH:8]=2)[N:16]=[CH:17][N:18]=1, predict the reactants needed to synthesize it. The reactants are: [C:1]([C:3]1[CH:8]=[C:7]([O:9][CH3:10])[C:6]([O:11][CH2:12][CH2:13][O:14][CH3:15])=[CH:5][C:4]=1[N:16]=[CH:17][N:18](C)C)#[N:2].[CH3:21][O:22][C:23]1[C:32]2[C:27](=[CH:28][CH:29]=[CH:30][CH:31]=2)[C:26]([O:33][CH3:34])=[CH:25][C:24]=1N. (4) Given the product [F:13][C:14]1[CH:19]=[C:18]([CH:20]2[CH2:24][CH2:23][CH2:22][N:21]2[C:2]2[CH:7]=[CH:6][N:5]3[N:8]=[CH:9][C:10]([CH:11]=[O:12])=[C:4]3[N:3]=2)[CH:17]=[N:16][CH:15]=1, predict the reactants needed to synthesize it. The reactants are: Cl[C:2]1[CH:7]=[CH:6][N:5]2[N:8]=[CH:9][C:10]([CH:11]=[O:12])=[C:4]2[N:3]=1.[F:13][C:14]1[CH:15]=[N:16][CH:17]=[C:18]([CH:20]2[CH2:24][CH2:23][CH2:22][NH:21]2)[CH:19]=1.[F-].[K+].O. (5) Given the product [CH3:22][N:23]1[C:27]([N:28]2[CH2:20][CH2:19][N:4]([C:5]3[C:6]([CH3:18])=[C:7]([CH3:17])[C:8]4[O:12][C:11]([CH3:14])([CH3:13])[CH2:10][C:9]=4[C:15]=3[CH3:16])[CH2:3][CH2:2]2)=[CH:26][CH:25]=[N:24]1, predict the reactants needed to synthesize it. The reactants are: Cl[CH2:2][CH2:3][N:4]([CH2:19][CH2:20]Cl)[C:5]1[C:6]([CH3:18])=[C:7]([CH3:17])[C:8]2[O:12][C:11]([CH3:14])([CH3:13])[CH2:10][C:9]=2[C:15]=1[CH3:16].[CH3:22][N:23]1[C:27]([NH2:28])=[CH:26][CH:25]=[N:24]1. (6) Given the product [Cl:1][C:2]1[CH:3]=[C:4]([NH:9][CH:10]([C:12]([NH:22][C@@H:21]([C:15]2[CH:20]=[CH:19][CH:18]=[CH:17][CH:16]=2)[CH2:23][OH:24])=[O:14])[CH3:11])[CH:5]=[CH:6][C:7]=1[Cl:8], predict the reactants needed to synthesize it. The reactants are: [Cl:1][C:2]1[CH:3]=[C:4]([NH:9][CH:10]([C:12]([OH:14])=O)[CH3:11])[CH:5]=[CH:6][C:7]=1[Cl:8].[C:15]1([C@@H:21]([CH2:23][OH:24])[NH2:22])[CH:20]=[CH:19][CH:18]=[CH:17][CH:16]=1. (7) The reactants are: [Cl:1][C:2]1[CH:7]=[CH:6][C:5]([F:8])=[CH:4][C:3]=1[N:9]1[C:13]([S:14][C:15]2[CH:16]=[N:17][CH:18]=[CH:19][CH:20]=2)=[CH:12][C:11]([C:21](OCC)=[O:22])=[N:10]1.[H-].C([Al+]CC(C)C)C(C)C.C1(C)C=CC=CC=1.O.O.O.O.O.O.O.O.O.O.[O-]S([O-])(=O)=O.[Na+].[Na+]. Given the product [Cl:1][C:2]1[CH:7]=[CH:6][C:5]([F:8])=[CH:4][C:3]=1[N:9]1[C:13]([S:14][C:15]2[CH:16]=[N:17][CH:18]=[CH:19][CH:20]=2)=[CH:12][C:11]([CH:21]=[O:22])=[N:10]1, predict the reactants needed to synthesize it.